Task: Binary Classification. Given a miRNA mature sequence and a target amino acid sequence, predict their likelihood of interaction.. Dataset: Experimentally validated miRNA-target interactions with 360,000+ pairs, plus equal number of negative samples Result: 1 (interaction). The protein sequence of the target gene is MGNQVEKLTHLSYKEVPTADPTGVDRDDGPRIGVSYIFSNDDEDVEPQPPPQGPDGGGLPDGGDGPPPPQPQPYDPRLHEVECSVFYRDECIYQKSFAPGSAALSTYTPENLLNKCKPGDLVEFVSQAQYPHWAVYVGNFQVVHLHRLEVINSFLTDASQGRRGRVVNDLYRYKPLSSSAVVRNALAHVGAKERELSWRNSESFAAWCRYGKREFKIGGELRIGKQPYRLQIQLSAQRSHTLEFQSLEDLIMEKRRNDQIGRAAVLQELATHLHPAEPEEGDSNVARTTPPPGRPPAPSS.... The miRNA is hsa-let-7b-5p with sequence UGAGGUAGUAGGUUGUGUGGUU.